This data is from Reaction yield outcomes from USPTO patents with 853,638 reactions. The task is: Predict the reaction yield, written as a fraction of the theoretical maximum amount of product (1.0 means a 100% yield; for example, 0.34 means a 34% yield). (1) The reactants are [CH3:1][N:2]1[C:8]2[CH:9]=[C:10]([CH3:13])[CH:11]=[CH:12][C:7]=2[C:6]([C:14]2[CH:19]=[CH:18][CH:17]=[CH:16][CH:15]=2)=[N:5][CH2:4][CH2:3]1.CC(O)=O.[BH4-].[Na+]. The catalyst is CO. The product is [CH3:1][N:2]1[C:8]2[CH:9]=[C:10]([CH3:13])[CH:11]=[CH:12][C:7]=2[CH:6]([C:14]2[CH:19]=[CH:18][CH:17]=[CH:16][CH:15]=2)[NH:5][CH2:4][CH2:3]1. The yield is 0.410. (2) The reactants are [O:1]=[C:2]1[CH2:10][C:9]2[C:4](=[CH:5][C:6]([S:11][C:12]3[CH:20]=[CH:19][CH:18]=[CH:17][C:13]=3[C:14](O)=O)=[CH:7][CH:8]=2)[NH:3]1.C[N:22]([C:24]([O:28]N1N=NC2C=CC=NC1=2)=[N+](C)C)C.F[P-](F)(F)(F)(F)F.CN.C1COCC1. The catalyst is CN(C=O)C. The product is [CH3:14][C:13]1[C:12]([S:11][C:6]2[CH:5]=[C:4]3[C:9]([CH2:10][C:2](=[O:1])[NH:3]3)=[CH:8][CH:7]=2)=[CH:20][CH:19]=[CH:18][C:17]=1[C:24]([NH2:22])=[O:28]. The yield is 0.310. (3) The reactants are [N:1]1[CH:6]=[CH:5][C:4]([C:7](=[S:9])[NH2:8])=[CH:3][CH:2]=1.Br[CH:11]([C:17](=O)[C:18]1[CH:23]=[CH:22][CH:21]=[CH:20][CH:19]=1)[C:12]([O:14][CH2:15][CH3:16])=[O:13]. The catalyst is C(O)C. The product is [C:18]1([C:17]2[N:8]=[C:7]([C:4]3[CH:5]=[CH:6][N:1]=[CH:2][CH:3]=3)[S:9][C:11]=2[C:12]([O:14][CH2:15][CH3:16])=[O:13])[CH:23]=[CH:22][CH:21]=[CH:20][CH:19]=1. The yield is 0.570. (4) The reactants are Br[C:2]1[CH:7]=[C:6]([O:8][CH2:9][O:10][CH3:11])[CH:5]=[C:4]([Br:12])[CH:3]=1.C([Li])CCC.[CH:18]([S:21][S:21][CH:18]([CH3:20])[CH3:19])([CH3:20])[CH3:19].[Cl-].[NH4+]. The catalyst is CCCCC. The product is [Br:12][C:4]1[CH:5]=[C:6]([O:8][CH2:9][O:10][CH3:11])[CH:7]=[C:2]([S:21][CH:18]([CH3:20])[CH3:19])[CH:3]=1. The yield is 0.990.